The task is: Regression/Classification. Given a drug SMILES string, predict its absorption, distribution, metabolism, or excretion properties. Task type varies by dataset: regression for continuous measurements (e.g., permeability, clearance, half-life) or binary classification for categorical outcomes (e.g., BBB penetration, CYP inhibition). Dataset: cyp2c19_veith.. This data is from CYP2C19 inhibition data for predicting drug metabolism from PubChem BioAssay. (1) The drug is Cc1ccc(C(N)=Nc2ccccc2)cc1. The result is 0 (non-inhibitor). (2) The drug is Cc1ccc(NC(=O)/C(=C/c2cccc([N+](=O)[O-])c2)NC(=O)C2CCCCC2)c(C)c1. The result is 0 (non-inhibitor). (3) The drug is CCOC(=O)c1c(NC(=O)Nc2ccccc2)sc(C)c1C. The result is 1 (inhibitor). (4) The compound is Clc1ccc2[nH]cc(-c3nnnn3-c3ccccc3)c2c1. The result is 1 (inhibitor). (5) The compound is NCCCN1CCN(c2ccccc2)CC1. The result is 0 (non-inhibitor). (6) The compound is CC(=O)ON(C(C)=O)S(=O)(=O)c1ccc(Cl)cc1. The result is 0 (non-inhibitor). (7) The drug is Cn1cc([N+](=O)[O-])c(C(=O)Nc2cc(Oc3cccnc3)cc([N+](=O)[O-])c2)n1. The result is 1 (inhibitor). (8) The drug is CCOC(=O)N1CCN(c2cc(N)c([N+](=O)[O-])cc2F)CC1. The result is 1 (inhibitor).